Dataset: Catalyst prediction with 721,799 reactions and 888 catalyst types from USPTO. Task: Predict which catalyst facilitates the given reaction. (1) Product: [C:19]1([C:18]#[C:17]/[CH:16]=[CH:15]/[CH2:14][OH:13])[CH:24]=[CH:23][CH:22]=[CH:21][CH:20]=1. Reactant: [H-].C([Al+]CC(C)C)C(C)C.C([O:13][C:14](=O)/[CH:15]=[CH:16]/[C:17]#[C:18][C:19]1[CH:24]=[CH:23][CH:22]=[CH:21][CH:20]=1)C. The catalyst class is: 1. (2) Reactant: [S:1]1[C:9]2[C:4](=[N:5][CH:6]=[CH:7][C:8]=2[OH:10])[CH:3]=[CH:2]1.[Br:11]Br. Product: [Br:11][C:7]1[C:8]([OH:10])=[C:9]2[S:1][CH:2]=[CH:3][C:4]2=[N:5][CH:6]=1. The catalyst class is: 15. (3) Reactant: CS(O[CH2:6][C@H:7]([C:16]1[CH:21]=[CH:20][CH:19]=[CH:18][CH:17]=1)[NH:8][C:9]([O:11][C:12]([CH3:15])([CH3:14])[CH3:13])=[O:10])(=O)=O.[N-:22]=[N+:23]=[N-:24].[Na+].O. Product: [C:16]1([C@H:7]([NH:8][C:9]([O:11][C:12]([CH3:15])([CH3:14])[CH3:13])=[O:10])[CH2:6][N:22]=[N+:23]=[N-:24])[CH:21]=[CH:20][CH:19]=[CH:18][CH:17]=1. The catalyst class is: 3.